Dataset: Forward reaction prediction with 1.9M reactions from USPTO patents (1976-2016). Task: Predict the product of the given reaction. (1) Given the reactants [CH3:1][O:2][C:3](=[O:17])[C@@H:4]([O:14][CH2:15][CH3:16])[CH2:5][C:6]1[CH:11]=[CH:10][C:9]([OH:12])=[CH:8][C:7]=1[CH3:13].Cl[CH2:19][C:20]1[N:21]=[C:22]([C:26]2[CH:31]=[CH:30][CH:29]=[CH:28][CH:27]=2)[O:23][C:24]=1[CH3:25].C(=O)([O-])[O-].[Cs+].[Cs+].[I-].[K+], predict the reaction product. The product is: [CH3:1][O:2][C:3](=[O:17])[C@@H:4]([O:14][CH2:15][CH3:16])[CH2:5][C:6]1[CH:11]=[CH:10][C:9]([O:12][CH2:19][C:20]2[N:21]=[C:22]([C:26]3[CH:31]=[CH:30][CH:29]=[CH:28][CH:27]=3)[O:23][C:24]=2[CH3:25])=[CH:8][C:7]=1[CH3:13]. (2) The product is: [O:1]([CH2:19][CH2:20][C:21]1([CH2:27][CH2:28][O:29][C:31]2[CH:40]=[C:35]([C:36]([O:38][CH3:39])=[O:37])[CH:34]=[C:33]([CH:32]=2)[C:41]([O:43][CH3:44])=[O:42])[CH2:22][CH2:23][CH2:24][CH2:25][CH2:26]1)[Si:2]([C:15]([CH3:17])([CH3:18])[CH3:16])([C:9]1[CH:10]=[CH:11][CH:12]=[CH:13][CH:14]=1)[C:3]1[CH:8]=[CH:7][CH:6]=[CH:5][CH:4]=1. Given the reactants [O:1]([CH2:19][CH2:20][C:21]1([CH2:27][CH2:28][OH:29])[CH2:26][CH2:25][CH2:24][CH2:23][CH2:22]1)[Si:2]([C:15]([CH3:18])([CH3:17])[CH3:16])([C:9]1[CH:14]=[CH:13][CH:12]=[CH:11][CH:10]=1)[C:3]1[CH:8]=[CH:7][CH:6]=[CH:5][CH:4]=1.O[C:31]1[CH:32]=[C:33]([C:41]([O:43][CH3:44])=[O:42])[CH:34]=[C:35]([CH:40]=1)[C:36]([O:38][CH3:39])=[O:37].C1(P(C2C=CC=CC=2)C2C=CC=CC=2)C=CC=CC=1.N(C(OCC)=O)=NC(OCC)=O, predict the reaction product. (3) Given the reactants [BrH:1].[CH2:2]([C:4]1[C:9]([CH2:10][CH2:11][CH2:12]OCCCCC)=[C:8]([NH2:19])[N:7]2[N:20]=[CH:21][N:22]=[C:6]2[N:5]=1)[CH3:3].C(#N)C.O, predict the reaction product. The product is: [Br:1][CH2:12][CH2:11][CH2:10][C:9]1[C:4]([CH2:2][CH3:3])=[N:5][C:6]2[N:7]([N:20]=[CH:21][N:22]=2)[C:8]=1[NH2:19]. (4) Given the reactants [C:1]([O:5][C:6](=[O:15])[NH:7][C:8]1[CH:9]=[N:10][CH:11]=[C:12](Br)[CH:13]=1)([CH3:4])([CH3:3])[CH3:2].[Na+].[I-:17].CN(C)CCN, predict the reaction product. The product is: [C:1]([O:5][C:6](=[O:15])[NH:7][C:8]1[CH:9]=[N:10][CH:11]=[C:12]([I:17])[CH:13]=1)([CH3:4])([CH3:3])[CH3:2]. (5) Given the reactants [C:1]([O:8][CH3:9])(=[O:7])/[CH:2]=[CH:3]/[C:4]([O-])=[O:5].Cl.C(N=C=NCCCN(C)C)C.[N:22]1([CH2:28][CH2:29][CH2:30][OH:31])[CH2:27][CH2:26][O:25][CH2:24][CH2:23]1, predict the reaction product. The product is: [C:1]([O:8][CH3:9])(=[O:7])/[CH:2]=[CH:3]/[C:4]([O:31][CH2:30][CH2:29][CH2:28][N:22]1[CH2:27][CH2:26][O:25][CH2:24][CH2:23]1)=[O:5]. (6) Given the reactants [CH:1]([C:4]1[CH:5]=[CH:6][C:7]([O:27][CH3:28])=[C:8]([C:10]2[CH:15]=[CH:14][CH:13]=[C:12]([CH:16]([C:21]3[O:22][C:23]([CH3:26])=[N:24][N:25]=3)[CH2:17][C:18]([OH:20])=[O:19])[CH:11]=2)[CH:9]=1)([CH3:3])[CH3:2], predict the reaction product. The product is: [CH:1]([C:4]1[CH:5]=[CH:6][C:7]([O:27][CH3:28])=[C:8]([C:10]2[CH:15]=[CH:14][CH:13]=[C:12]([C@@H:16]([C:21]3[O:22][C:23]([CH3:26])=[N:24][N:25]=3)[CH2:17][C:18]([OH:20])=[O:19])[CH:11]=2)[CH:9]=1)([CH3:3])[CH3:2].[CH:1]([C:4]1[CH:5]=[CH:6][C:7]([O:27][CH3:28])=[C:8]([C:10]2[CH:15]=[CH:14][CH:13]=[C:12]([C@H:16]([C:21]3[O:22][C:23]([CH3:26])=[N:24][N:25]=3)[CH2:17][C:18]([OH:20])=[O:19])[CH:11]=2)[CH:9]=1)([CH3:3])[CH3:2]. (7) Given the reactants [CH2:1]([O:3][C:4](=[O:29])[CH2:5][CH:6]([C:22]1[CH:23]=[N:24][C:25]([CH3:28])=[N:26][CH:27]=1)[CH:7]=[CH:8][CH2:9][CH2:10][CH2:11][CH2:12][CH2:13][NH:14][C:15]([O:17][C:18]([CH3:21])([CH3:20])[CH3:19])=[O:16])[CH3:2].O.C([O-])=O.[NH4+], predict the reaction product. The product is: [CH2:1]([O:3][C:4](=[O:29])[CH2:5][CH:6]([C:22]1[CH:27]=[N:26][C:25]([CH3:28])=[N:24][CH:23]=1)[CH2:7][CH2:8][CH2:9][CH2:10][CH2:11][CH2:12][CH2:13][NH:14][C:15]([O:17][C:18]([CH3:20])([CH3:21])[CH3:19])=[O:16])[CH3:2].